From a dataset of NCI-60 drug combinations with 297,098 pairs across 59 cell lines. Regression. Given two drug SMILES strings and cell line genomic features, predict the synergy score measuring deviation from expected non-interaction effect. (1) Drug 1: COC1=CC(=CC(=C1O)OC)C2C3C(COC3=O)C(C4=CC5=C(C=C24)OCO5)OC6C(C(C7C(O6)COC(O7)C8=CC=CS8)O)O. Drug 2: C1=CN(C(=O)N=C1N)C2C(C(C(O2)CO)O)O.Cl. Cell line: NCI/ADR-RES. Synergy scores: CSS=23.8, Synergy_ZIP=-5.55, Synergy_Bliss=-2.87, Synergy_Loewe=-20.4, Synergy_HSA=-2.09. (2) Drug 1: CN1CCC(CC1)COC2=C(C=C3C(=C2)N=CN=C3NC4=C(C=C(C=C4)Br)F)OC. Drug 2: C1C(C(OC1N2C=NC3=C(N=C(N=C32)Cl)N)CO)O. Cell line: NCI-H460. Synergy scores: CSS=8.02, Synergy_ZIP=-0.194, Synergy_Bliss=5.36, Synergy_Loewe=2.46, Synergy_HSA=2.94. (3) Drug 1: CC1=CC2C(CCC3(C2CCC3(C(=O)C)OC(=O)C)C)C4(C1=CC(=O)CC4)C. Drug 2: C1=NC2=C(N1)C(=S)N=CN2. Cell line: ACHN. Synergy scores: CSS=7.03, Synergy_ZIP=-2.67, Synergy_Bliss=-1.51, Synergy_Loewe=-15.8, Synergy_HSA=-1.63. (4) Drug 1: CC1=C2C(C(=O)C3(C(CC4C(C3C(C(C2(C)C)(CC1OC(=O)C(C(C5=CC=CC=C5)NC(=O)C6=CC=CC=C6)O)O)OC(=O)C7=CC=CC=C7)(CO4)OC(=O)C)O)C)OC(=O)C. Drug 2: CC1C(C(CC(O1)OC2CC(CC3=C2C(=C4C(=C3O)C(=O)C5=C(C4=O)C(=CC=C5)OC)O)(C(=O)CO)O)N)O.Cl. Cell line: NCIH23. Synergy scores: CSS=42.1, Synergy_ZIP=-7.15, Synergy_Bliss=-5.41, Synergy_Loewe=-4.90, Synergy_HSA=-1.54.